This data is from Forward reaction prediction with 1.9M reactions from USPTO patents (1976-2016). The task is: Predict the product of the given reaction. The product is: [CH3:1][O:2][C:3](=[O:28])[CH2:4][CH2:5][CH2:6][CH2:7][CH2:8][CH2:9][N:10]1[C:14](=[O:15])[CH2:13][CH2:12][C@@H:11]1[CH2:16][O:17][C:18](=[O:27])[NH:19][CH2:20][C:21]1[CH:26]=[CH:25][CH:24]=[CH:23][CH:22]=1. Given the reactants [CH3:1][O:2][C:3](=[O:28])[CH2:4][CH2:5][CH2:6]/[CH:7]=[CH:8]\[CH2:9][N:10]1[C:14](=[O:15])[CH2:13][CH2:12][C@@H:11]1[CH2:16][O:17][C:18](=[O:27])[NH:19][CH2:20][C:21]1[CH:26]=[CH:25][CH:24]=[CH:23][CH:22]=1, predict the reaction product.